This data is from Catalyst prediction with 721,799 reactions and 888 catalyst types from USPTO. The task is: Predict which catalyst facilitates the given reaction. Reactant: [CH2:1]([O:3][C:4]([C:6]1[NH:7][N:8]=[C:9]([CH3:11])[CH:10]=1)=[O:5])[CH3:2].C([O-])([O-])=O.[K+].[K+].Cl[CH2:19][C:20]([N:22]1[CH2:27][CH2:26][N:25]([C:28]2[CH:33]=[CH:32][C:31]([F:34])=[CH:30][CH:29]=2)[CH2:24][CH2:23]1)=[O:21].CN(C=O)C. Product: [CH2:1]([O:3][C:4]([C:6]1[N:7]([CH2:19][C:20]([N:22]2[CH2:23][CH2:24][N:25]([C:28]3[CH:33]=[CH:32][C:31]([F:34])=[CH:30][CH:29]=3)[CH2:26][CH2:27]2)=[O:21])[N:8]=[C:9]([CH3:11])[CH:10]=1)=[O:5])[CH3:2]. The catalyst class is: 195.